From a dataset of Reaction yield outcomes from USPTO patents with 853,638 reactions. Predict the reaction yield, written as a fraction of the theoretical maximum amount of product (1.0 means a 100% yield; for example, 0.34 means a 34% yield). The catalyst is CN(C=O)C.[I-].C([N+](CCCC)(CCCC)CCCC)CCC.CCOC(C)=O. The product is [CH3:1][C:2]1[N:6]([CH2:32][C:33]([O:35][CH2:36][CH3:37])=[O:34])[C:5]2[S:7][CH:8]=[CH:9][C:4]=2[C:3]=1[CH2:10][C:11]1[CH:16]=[CH:15][CH:14]=[CH:13][C:12]=1[S:17]([N:20]1[CH2:24][CH2:23][CH2:22][CH2:21]1)(=[O:19])=[O:18]. The reactants are [CH3:1][C:2]1[NH:6][C:5]2[S:7][CH:8]=[CH:9][C:4]=2[C:3]=1[CH2:10][C:11]1[CH:16]=[CH:15][CH:14]=[CH:13][C:12]=1[S:17]([N:20]1[CH2:24][CH2:23][CH2:22][CH2:21]1)(=[O:19])=[O:18].C(=O)([O-])[O-].[Cs+].[Cs+].Br[CH2:32][C:33]([O:35][CH2:36][CH3:37])=[O:34].O. The yield is 0.740.